From a dataset of Full USPTO retrosynthesis dataset with 1.9M reactions from patents (1976-2016). Predict the reactants needed to synthesize the given product. (1) Given the product [N:23]1([C:29]2[CH:30]=[C:31]3[CH:37]=[CH:36][NH:35][C:32]3=[N:33][CH:34]=2)[CH2:24][CH2:25][O:26][CH2:27][CH2:28]1, predict the reactants needed to synthesize it. The reactants are: C(N)CN.CCCC[N+](CCCC)(CCCC)CCCC.[F-].[N:23]1([C:29]2[CH:30]=[C:31]3[CH:37]=[CH:36][N:35](COCC[Si](C)(C)C)[C:32]3=[N:33][CH:34]=2)[CH2:28][CH2:27][O:26][CH2:25][CH2:24]1.C([O-])(O)=O.[Na+]. (2) Given the product [CH2:29]([C@H:10]1[C@H:9]([OH:8])[C:13]2([CH2:15][CH2:14]2)[C:12](=[O:16])[N:11]1[C:17]1[CH:24]=[CH:23][C:20]([C:21]#[N:22])=[C:19]([C:25]([F:28])([F:26])[F:27])[CH:18]=1)[CH3:30], predict the reactants needed to synthesize it. The reactants are: [Si]([O:8][C@@H:9]1[C:13]2([CH2:15][CH2:14]2)[C:12](=[O:16])[N:11]([C:17]2[CH:24]=[CH:23][C:20]([C:21]#[N:22])=[C:19]([C:25]([F:28])([F:27])[F:26])[CH:18]=2)[C@H:10]1[CH2:29][CH3:30])(C(C)(C)C)(C)C.CO.Cl.C(=O)([O-])O.[Na+]. (3) Given the product [F:17][C:2]([F:1])([F:18])[C:3]1[S:7][C:6]2=[N:8][C:9]([CH2:11][CH2:12][OH:13])=[CH:10][N:5]2[N:4]=1, predict the reactants needed to synthesize it. The reactants are: [F:1][C:2]([F:18])([F:17])[C:3]1[S:7][C:6]2=[N:8][C:9]([CH2:11][C:12](OCC)=[O:13])=[CH:10][N:5]2[N:4]=1.[BH4-].[Na+].[NH4+].[Cl-].